From a dataset of Reaction yield outcomes from USPTO patents with 853,638 reactions. Predict the reaction yield, written as a fraction of the theoretical maximum amount of product (1.0 means a 100% yield; for example, 0.34 means a 34% yield). (1) The reactants are Br[C:2]1[CH:3]=[C:4]2[C:8](=[CH:9][C:10]=1[Cl:11])[NH:7][N:6]=[C:5]2[C:12]([OH:14])=[O:13].[OH:15][CH2:16][C:17]1[CH:22]=[CH:21][C:20](B(O)O)=[CH:19][CH:18]=1.C(=O)([O-])[O-].[K+].[K+]. The catalyst is C1(C)C=CC=CC=1.CCO.C1C=CC(P(C2C=CC=CC=2)[C-]2C=CC=C2)=CC=1.C1C=CC(P(C2C=CC=CC=2)[C-]2C=CC=C2)=CC=1.Cl[Pd]Cl.[Fe+2]. The product is [Cl:11][C:10]1[CH:9]=[C:8]2[C:4]([C:5]([C:12]([OH:14])=[O:13])=[N:6][NH:7]2)=[CH:3][C:2]=1[C:20]1[CH:21]=[CH:22][C:17]([CH2:16][OH:15])=[CH:18][CH:19]=1. The yield is 0.110. (2) The reactants are [N:1]1[CH:6]=[CH:5][CH:4]=[C:3]([O:7][CH2:8][CH:9]2[CH2:14][N:13](C(OCC3C=CC=CC=3)=O)[CH2:12][CH2:11][N:10]2[C:25]([O:27][C:28]([CH3:31])([CH3:30])[CH3:29])=[O:26])[CH:2]=1.C([O-])=O.[NH4+]. The catalyst is CCO.CCOC(C)=O.[OH-].[OH-].[Pd+2]. The product is [N:1]1[CH:6]=[CH:5][CH:4]=[C:3]([O:7][CH2:8][CH:9]2[CH2:14][NH:13][CH2:12][CH2:11][N:10]2[C:25]([O:27][C:28]([CH3:31])([CH3:30])[CH3:29])=[O:26])[CH:2]=1. The yield is 0.870. (3) The product is [C:1]([C:5]1[CH:24]=[CH:23][C:8]2[N:9]([CH2:36][O:35][CH2:34][CH2:33][Si:32]([CH3:39])([CH3:38])[CH3:31])[C:10]([CH2:12][CH:13]3[CH2:16][CH:15]([C:17]([N:19]([O:21][CH3:22])[CH3:20])=[O:18])[CH2:14]3)=[N:11][C:7]=2[CH:6]=1)([CH3:4])([CH3:2])[CH3:3]. The catalyst is CN(C)C=O. The yield is 0.540. The reactants are [C:1]([C:5]1[CH:24]=[CH:23][C:8]2[NH:9][C:10]([CH2:12][CH:13]3[CH2:16][CH:15]([C:17]([N:19]([O:21][CH3:22])[CH3:20])=[O:18])[CH2:14]3)=[N:11][C:7]=2[CH:6]=1)([CH3:4])([CH3:3])[CH3:2].C(=O)([O-])[O-].[K+].[K+].[CH3:31][Si:32]([CH3:39])([CH3:38])[CH2:33][CH2:34][O:35][CH2:36]Cl. (4) The reactants are [CH2:1]([N:4]1[CH2:13][CH2:12][C:11]2[C:6](=[CH:7][CH:8]=[C:9](Br)[CH:10]=2)[C:5]1=[O:15])[CH:2]=[CH2:3].[N:16]1(C2C=C3C(=CC=2)C(=O)NCC3)[CH2:21][CH2:20][CH2:19][CH2:18][CH2:17]1. No catalyst specified. The product is [CH2:1]([N:4]1[CH2:13][CH2:12][C:11]2[C:6](=[CH:7][CH:8]=[C:9]([N:16]3[CH2:21][CH2:20][CH2:19][CH2:18][CH2:17]3)[CH:10]=2)[C:5]1=[O:15])[CH:2]=[CH2:3]. The yield is 0.580. (5) The reactants are C(O[C:4](=[O:23])[CH2:5][N:6]1[CH2:10][CH2:9][N:8]([C:11]2[S:12][C:13]([C:17]([O:19][CH2:20][CH3:21])=[O:18])=[C:14]([CH3:16])[N:15]=2)[C:7]1=[O:22])C.[F:24][C:25]1[CH:32]=[CH:31][C:28]([CH2:29][NH2:30])=[CH:27][CH:26]=1.[C-]#N.[Na+]. The catalyst is ClCCl. The product is [F:24][C:25]1[CH:32]=[CH:31][C:28]([CH2:29][NH:30][C:4](=[O:23])[CH2:5][N:6]2[CH2:10][CH2:9][N:8]([C:11]3[S:12][C:13]([C:17]([O:19][CH2:20][CH3:21])=[O:18])=[C:14]([CH3:16])[N:15]=3)[C:7]2=[O:22])=[CH:27][CH:26]=1. The yield is 0.860. (6) The reactants are [NH2:1][C:2]1[CH:7]=[N:6][C:5]([C:8]2[CH:13]=[CH:12][C:11]([O:14][CH3:15])=[CH:10][CH:9]=2)=[CH:4][N:3]=1.N1C=CC=CC=1.[Br:22]Br. The catalyst is C(Cl)(Cl)Cl. The product is [NH2:1][C:2]1[C:7]([Br:22])=[N:6][C:5]([C:8]2[CH:13]=[CH:12][C:11]([O:14][CH3:15])=[CH:10][CH:9]=2)=[CH:4][N:3]=1. The yield is 0.700. (7) The product is [Br:8][C:6]1[CH:7]=[C:2]([NH:25][C:23]2[CH:24]=[C:18]3[CH2:17][N:16]([CH2:15][CH2:14][CH2:13][O:12][CH3:11])[CH2:21][CH2:20][N:19]3[N:22]=2)[C:3](=[O:10])[N:4]([CH3:9])[CH:5]=1. The catalyst is C1C=CC(/C=C/C(/C=C/C2C=CC=CC=2)=O)=CC=1.C1C=CC(/C=C/C(/C=C/C2C=CC=CC=2)=O)=CC=1.C1C=CC(/C=C/C(/C=C/C2C=CC=CC=2)=O)=CC=1.[Pd].[Pd].O1CCOCC1. The yield is 0.420. The reactants are Br[C:2]1[C:3](=[O:10])[N:4]([CH3:9])[CH:5]=[C:6]([Br:8])[CH:7]=1.[CH3:11][O:12][CH2:13][CH2:14][CH2:15][N:16]1[CH2:21][CH2:20][N:19]2[N:22]=[C:23]([NH2:25])[CH:24]=[C:18]2[CH2:17]1.CC1(C)C2C(=C(P(C3C=CC=CC=3)C3C=CC=CC=3)C=CC=2)OC2C(P(C3C=CC=CC=3)C3C=CC=CC=3)=CC=CC1=2.C(=O)([O-])[O-].[Cs+].[Cs+].